This data is from Reaction yield outcomes from USPTO patents with 853,638 reactions. The task is: Predict the reaction yield, written as a fraction of the theoretical maximum amount of product (1.0 means a 100% yield; for example, 0.34 means a 34% yield). (1) The reactants are C[O:2][C:3]1[N:8]=[CH:7][C:6]([NH:9][C:10](=[O:17])[C:11]2[CH:16]=[CH:15][CH:14]=[CH:13][CH:12]=2)=[CH:5][CH:4]=1. The catalyst is O1CCCC1. The product is [OH:2][C:3]1[N:8]=[CH:7][C:6]([NH:9][C:10](=[O:17])[C:11]2[CH:16]=[CH:15][CH:14]=[CH:13][CH:12]=2)=[CH:5][CH:4]=1. The yield is 0.530. (2) The reactants are [CH:1]1([NH:6][C:7]2[N:12]3[N:13]=[C:14]([C:23]4[CH:28]=[CH:27][C:26]([O:29][CH3:30])=[CH:25][CH:24]=4)[C:15]([C:16](=O)/[CH:17]=[CH:18]/N(C)C)=[C:11]3[CH:10]=[CH:9][CH:8]=2)[CH2:5][CH2:4][CH2:3][CH2:2]1.Cl.[CH:32]1([NH:37][C:38]([NH2:40])=[NH:39])[CH2:36][CH2:35][CH2:34][CH2:33]1.C(=O)([O-])[O-].[K+].[K+].O. The catalyst is CN(C)C=O. The product is [CH:1]1([NH:6][C:7]2[N:12]3[N:13]=[C:14]([C:23]4[CH:28]=[CH:27][C:26]([O:29][CH3:30])=[CH:25][CH:24]=4)[C:15]([C:16]4[CH:17]=[CH:18][N:40]=[C:38]([NH:37][CH:32]5[CH2:36][CH2:35][CH2:34][CH2:33]5)[N:39]=4)=[C:11]3[CH:10]=[CH:9][CH:8]=2)[CH2:2][CH2:3][CH2:4][CH2:5]1. The yield is 0.730. (3) The reactants are [CH3:1][N:2]1[C@@H:6]([CH3:7])[C@@H:5]([C:8]2[CH:13]=[CH:12][CH:11]=[CH:10][CH:9]=2)[N:4]([C:14](=[O:61])[C@@H:15]([CH2:46][CH2:47][C:48]([F:60])([F:59])[C:49]([F:58])([F:57])[C:50]([F:56])([F:55])[C:51]([F:54])([F:53])[F:52])[CH2:16][CH2:17][CH2:18][CH2:19][CH2:20][CH2:21]/[CH:22]=[CH:23]/[CH2:24][C@@H:25]2[CH2:42][C:41]3[CH:40]=[C:39]([O:43][CH3:44])[CH:38]=[CH:37][C:36]=3[C@@H:35]3[C@@H:26]2[C@H:27]2[C@@:31]([CH2:33][CH2:34]3)([CH3:32])[C@@H:30]([OH:45])[CH2:29][CH2:28]2)[C:3]1=[O:62]. The catalyst is C(OCC)(=O)C.[C].[Pd]. The product is [CH3:1][N:2]1[C@@H:6]([CH3:7])[C@@H:5]([C:8]2[CH:9]=[CH:10][CH:11]=[CH:12][CH:13]=2)[N:4]([C:14](=[O:61])[C@@H:15]([CH2:46][CH2:47][C:48]([F:59])([F:60])[C:49]([F:58])([F:57])[C:50]([F:56])([F:55])[C:51]([F:54])([F:53])[F:52])[CH2:16][CH2:17][CH2:18][CH2:19][CH2:20][CH2:21][CH2:22][CH2:23][CH2:24][C@@H:25]2[CH2:42][C:41]3[CH:40]=[C:39]([O:43][CH3:44])[CH:38]=[CH:37][C:36]=3[C@@H:35]3[C@@H:26]2[C@H:27]2[C@@:31]([CH2:33][CH2:34]3)([CH3:32])[C@@H:30]([OH:45])[CH2:29][CH2:28]2)[C:3]1=[O:62]. The yield is 1.00. (4) The reactants are [Cl:1][C:2]1[CH:12]=[CH:11][CH:10]=[CH:9][C:3]=1[C@@H:4]([OH:8])[C:5]([OH:7])=[O:6].P(=O)(Cl)(Cl)Cl.[CH3:18]O. No catalyst specified. The product is [Cl:1][C:2]1[CH:12]=[CH:11][CH:10]=[CH:9][C:3]=1[C@@H:4]([OH:8])[C:5]([O:7][CH3:18])=[O:6]. The yield is 0.950. (5) The reactants are [C:12]([O:11][C:9](O[C:9]([O:11][C:12]([CH3:15])([CH3:14])[CH3:13])=[O:10])=[O:10])([CH3:15])([CH3:14])[CH3:13].[NH:16]1[C:24]2[C:19](=[N:20][CH:21]=[CH:22][CH:23]=2)[C:18]([CH2:25][CH2:26][NH2:27])=[CH:17]1.C(N(CC)CC)C. The catalyst is O1CCCC1.O. The product is [NH:16]1[C:24]2[C:19](=[N:20][CH:21]=[CH:22][CH:23]=2)[C:18]([CH2:25][CH2:26][NH:27][C:9](=[O:10])[O:11][C:12]([CH3:13])([CH3:14])[CH3:15])=[CH:17]1. The yield is 0.690.